This data is from Reaction yield outcomes from USPTO patents with 853,638 reactions. The task is: Predict the reaction yield, written as a fraction of the theoretical maximum amount of product (1.0 means a 100% yield; for example, 0.34 means a 34% yield). (1) The catalyst is CC(O)C.O.O=[Os](=O)(=O)=O. The reactants are [CH2:1]([O:3][C:4]([C:6]1([CH2:30][CH:31]=C)[CH2:11][CH2:10][CH:9]([O:12][Si:13]([C:26]([CH3:29])([CH3:28])[CH3:27])([C:20]2[CH:25]=[CH:24][CH:23]=[CH:22][CH:21]=2)[C:14]2[CH:19]=[CH:18][CH:17]=[CH:16][CH:15]=2)[CH2:8][CH2:7]1)=[O:5])C.C(OCC)(=[O:35])C. The yield is 0.870. The product is [CH3:1][O:3][C:4]([C:6]1([CH2:30][CH:31]=[O:35])[CH2:7][CH2:8][CH:9]([O:12][Si:13]([C:26]([CH3:27])([CH3:28])[CH3:29])([C:14]2[CH:15]=[CH:16][CH:17]=[CH:18][CH:19]=2)[C:20]2[CH:21]=[CH:22][CH:23]=[CH:24][CH:25]=2)[CH2:10][CH2:11]1)=[O:5]. (2) The reactants are [Br:1][C:2]1[CH:7]=[CH:6][C:5]([S:8]([NH:11][C@H:12]([C:28]([OH:30])=[O:29])[CH2:13][CH2:14][CH2:15][CH2:16][NH:17][S:18]([C:21]2[CH:26]=[CH:25][C:24]([Br:27])=[CH:23][CH:22]=2)(=[O:20])=[O:19])(=[O:10])=[O:9])=[CH:4][CH:3]=1.[F:31][C:32]1[CH:39]=[CH:38][C:35]([CH2:36]Br)=[CH:34][CH:33]=1. No catalyst specified. The product is [Br:1][C:2]1[CH:7]=[CH:6][C:5]([S:8]([NH:11][C@H:12]([C:28]([OH:30])=[O:29])[CH2:13][CH2:14][CH2:15][CH2:16][N:17]([S:18]([C:21]2[CH:22]=[CH:23][C:24]([Br:27])=[CH:25][CH:26]=2)(=[O:20])=[O:19])[CH2:36][C:35]2[CH:38]=[CH:39][C:32]([F:31])=[CH:33][CH:34]=2)(=[O:10])=[O:9])=[CH:4][CH:3]=1. The yield is 0.850. (3) The reactants are [N+:1]([C:4]1[CH:12]=[CH:11][C:10]([O:13][CH3:14])=[C:9]2[C:5]=1[CH:6]=[CH:7][NH:8]2)([O-])=O. The catalyst is [Pd].CCO. The product is [NH2:1][C:4]1[CH:12]=[CH:11][C:10]([O:13][CH3:14])=[C:9]2[C:5]=1[CH:6]=[CH:7][NH:8]2. The yield is 0.800. (4) The catalyst is CN(C)C=O.C(O)(=O)C.C(#N)C. The reactants are [F:1][CH:2]([F:25])[O:3][C:4]1[CH:24]=[CH:23][C:7]2[NH:8][C:9]([S:11][CH2:12][C:13]3[C:18]([O:19][CH3:20])=[C:17]([O:21][CH3:22])[CH:16]=[CH:15][N:14]=3)=[N:10][C:6]=2[CH:5]=1.[OH-].[Na+].ClN1C(=[O:34])C2=CC=CC=C2C1=O.S(S([O-])=O)([O-])(=O)=O.[Na+].[Na+]. The yield is 0.980. The product is [CH3:22][O:21][C:17]1[CH:16]=[CH:15][N:14]=[C:13]([CH2:12][S+:11]([O-:34])[C:9]2[NH:8][C:7]3[CH:23]=[CH:24][C:4]([O:3][CH:2]([F:1])[F:25])=[CH:5][C:6]=3[N:10]=2)[C:18]=1[O:19][CH3:20]. (5) The reactants are Br[C:2]1[CH:3]=[C:4]([N:8]2[C:12]3[N:13]=[CH:14][S:15][C:11]=3[C:10]([C:16]([O:18][CH2:19][CH3:20])=[O:17])=[N:9]2)[CH:5]=[CH:6][CH:7]=1.[C:21]([C@:23]1([OH:30])[CH2:27][CH2:26][N:25]([CH3:28])[C:24]1=[O:29])#[CH:22]. No catalyst specified. The product is [OH:30][C@@:23]1([C:21]#[C:22][C:2]2[CH:3]=[C:4]([N:8]3[C:12]4[N:13]=[CH:14][S:15][C:11]=4[C:10]([C:16]([O:18][CH2:19][CH3:20])=[O:17])=[N:9]3)[CH:5]=[CH:6][CH:7]=2)[CH2:27][CH2:26][N:25]([CH3:28])[C:24]1=[O:29]. The yield is 0.220. (6) The reactants are [CH:1]1([C:4]2[N:9]=[CH:8][C:7]([O:10][C:11]3[CH:18]=[CH:17][C:14]([CH:15]=O)=[CH:13][CH:12]=3)=[CH:6][N:5]=2)[CH2:3][CH2:2]1.[CH3:19][NH2:20].C1COCC1.[BH4-].[Na+].[ClH:28]. The catalyst is CC#N.CCOC(C)=O. The product is [ClH:28].[ClH:28].[CH:1]1([C:4]2[N:9]=[CH:8][C:7]([O:10][C:11]3[CH:18]=[CH:17][C:14]([CH2:15][CH2:19][NH2:20])=[CH:13][CH:12]=3)=[CH:6][N:5]=2)[CH2:3][CH2:2]1. The yield is 0.560.